Task: Predict the product of the given reaction.. Dataset: Forward reaction prediction with 1.9M reactions from USPTO patents (1976-2016) (1) Given the reactants C1COCC1.[F:6][C:7]1[C:16]2[O:15][CH2:14][C:13](=[O:17])[NH:12][C:11]=2[CH:10]=[C:9](B2OC(C)(C)C(C)(C)O2)[CH:8]=1.Br[C:28](=[CH:31][C:32]1[CH:37]=[CH:36][CH:35]=[CH:34][CH:33]=1)[CH:29]=[O:30].C([O-])([O-])=O.[Cs+].[Cs+], predict the reaction product. The product is: [F:6][C:7]1[C:16]2[O:15][CH2:14][C:13](=[O:17])[NH:12][C:11]=2[CH:10]=[C:9]([C:28](=[CH:31][C:32]2[CH:37]=[CH:36][CH:35]=[CH:34][CH:33]=2)[CH:29]=[O:30])[CH:8]=1. (2) The product is: [C:1]([C:3]1[CH:8]=[CH:7][C:6]([N:9]2[C@@H:13]3[CH2:14][CH2:15][CH2:16][CH2:17][C@H:12]3[N:11]([C:18]3[CH:26]=[CH:25][C:21]([C:22]([NH:33][CH2:34][CH2:35][OH:36])=[O:24])=[C:20]([F:27])[CH:19]=3)[C:10]2=[O:28])=[CH:5][C:4]=1[C:29]([F:30])([F:31])[F:32])#[N:2]. Given the reactants [C:1]([C:3]1[CH:8]=[CH:7][C:6]([N:9]2[C@@H:13]3[CH2:14][CH2:15][CH2:16][CH2:17][C@H:12]3[N:11]([C:18]3[CH:26]=[CH:25][C:21]([C:22]([OH:24])=O)=[C:20]([F:27])[CH:19]=3)[C:10]2=[O:28])=[CH:5][C:4]=1[C:29]([F:32])([F:31])[F:30])#[N:2].[NH2:33][CH2:34][CH2:35][OH:36], predict the reaction product. (3) Given the reactants [F:1][C:2]1[CH:9]=[C:8](Br)[CH:7]=[CH:6][C:3]=1[C:4]#[N:5].[B:11](OC(C)C)([O:16]C(C)C)[O:12]C(C)C.[Li]CCCC.C(Cl)Cl, predict the reaction product. The product is: [F:1][C:2]1[CH:9]=[C:8]([B:11]([OH:16])[OH:12])[CH:7]=[CH:6][C:3]=1[C:4]#[N:5]. (4) Given the reactants Cl[C:2]1[CH:3]=[C:4]([C:8]2[CH:13]=[CH:12][C:11]([F:14])=[C:10]([Cl:15])[CH:9]=2)[N:5]=[N:6][CH:7]=1.C([Sn](CCCC)(CCCC)[CH2:21][O:22][CH2:23][O:24][CH3:25])CCC.C(OCC)(=O)C.O, predict the reaction product. The product is: [Cl:15][C:10]1[CH:9]=[C:8]([C:4]2[N:5]=[N:6][CH:7]=[C:2]([CH2:21][O:22][CH2:23][O:24][CH3:25])[CH:3]=2)[CH:13]=[CH:12][C:11]=1[F:14]. (5) Given the reactants C(OC(=O)[NH:10][C:11]1([C:17]2[CH:22]=[CH:21][CH:20]=[CH:19][CH:18]=2)[CH2:16][CH2:15][CH2:14][CH2:13][CH2:12]1)C1C=CC=CC=1, predict the reaction product. The product is: [C:17]1([C:11]2([NH2:10])[CH2:16][CH2:15][CH2:14][CH2:13][CH2:12]2)[CH:22]=[CH:21][CH:20]=[CH:19][CH:18]=1. (6) The product is: [NH2:31][C@H:26]([C:27]([CH3:30])([CH3:29])[CH3:28])[C:24]([N:21]1[CH2:22][CH2:23][CH:18]([N:16]2[CH2:17][C:13]3=[CH:12][N:11]=[C:10]([CH2:9][O:8][Si:1]([C:4]([CH3:5])([CH3:6])[CH3:7])([CH3:2])[CH3:3])[N:14]3[C:15]2=[O:42])[CH2:19][CH2:20]1)=[O:25]. Given the reactants [Si:1]([O:8][CH2:9][C:10]1[N:14]2[C:15](=[O:42])[N:16]([CH:18]3[CH2:23][CH2:22][N:21]([C:24]([C@H:26]([NH:31]C(=O)OCC4C=CC=CC=4)[C:27]([CH3:30])([CH3:29])[CH3:28])=[O:25])[CH2:20][CH2:19]3)[CH2:17][C:13]2=[CH:12][N:11]=1)([C:4]([CH3:7])([CH3:6])[CH3:5])([CH3:3])[CH3:2], predict the reaction product.